Dataset: Forward reaction prediction with 1.9M reactions from USPTO patents (1976-2016). Task: Predict the product of the given reaction. Given the reactants [Li+].C[Si]([N-][Si](C)(C)C)(C)C.[CH2:11]([O:18][C:19]1[CH:20]=[C:21]([Br:28])[C:22]2[S:26][CH:25]=[N:24][C:23]=2[CH:27]=1)[C:12]1[CH:17]=[CH:16][CH:15]=[CH:14][CH:13]=1.[CH3:29]I, predict the reaction product. The product is: [CH2:11]([O:18][C:19]1[CH:20]=[C:21]([Br:28])[C:22]2[S:26][C:25]([CH3:29])=[N:24][C:23]=2[CH:27]=1)[C:12]1[CH:13]=[CH:14][CH:15]=[CH:16][CH:17]=1.